This data is from Reaction yield outcomes from USPTO patents with 853,638 reactions. The task is: Predict the reaction yield, written as a fraction of the theoretical maximum amount of product (1.0 means a 100% yield; for example, 0.34 means a 34% yield). (1) The reactants are [Si:1]([O:8][CH2:9][C@@H:10]([N:16]([CH2:24][C:25](=[O:29])C=CC)[C:17](=[O:23])[O:18][C:19]([CH3:22])([CH3:21])[CH3:20])[C:11]([CH2:14][CH3:15])=[CH:12]C)([C:4]([CH3:7])([CH3:6])[CH3:5])([CH3:3])[CH3:2].[Si](OC[C@@H]1C=C(C)C(=O)CN1C(OC(C)(C)C)=O)(C(C)(C)C)(C)C. No catalyst specified. The product is [Si:1]([O:8][CH2:9][C@@H:10]1[C:11]([CH2:14][CH3:15])=[CH:12][C:25](=[O:29])[CH2:24][N:16]1[C:17]([O:18][C:19]([CH3:22])([CH3:20])[CH3:21])=[O:23])([C:4]([CH3:7])([CH3:6])[CH3:5])([CH3:3])[CH3:2]. The yield is 0.541. (2) The product is [N:1]1[C:10]2[C:5](=[CH:6][C:7]([CH:11]=[CH:19][CH:15]=[O:14])=[CH:8][CH:9]=2)[CH:4]=[CH:3][CH:2]=1. The reactants are [N:1]1[C:10]2[C:5](=[CH:6][C:7]([CH:11]=O)=[CH:8][CH:9]=2)[CH:4]=[CH:3][CH:2]=1.[Br-].[O:14]1CCO[CH:15]1[CH2:19][P+](C1C=CC=CC=1)(C1C=CC=CC=1)C1C=CC=CC=1.COCCOCCN(CCOCCOC)CCOCCOC.Cl. The catalyst is ClCCl.C([O-])([O-])=O.[K+].[K+].C(OCC)(=O)C. The yield is 0.650.